From a dataset of Forward reaction prediction with 1.9M reactions from USPTO patents (1976-2016). Predict the product of the given reaction. (1) The product is: [C:2]([C:7]1[O:11][C:10]([CH2:12][N:13]2[CH:17]=[C:16]([NH:18][C:28](=[O:29])/[CH:27]=[CH:26]/[C:21]3[CH:22]=[CH:23][CH:24]=[CH:25][C:20]=3[Cl:19])[CH:15]=[N:14]2)=[CH:9][CH:8]=1)(=[O:6])[CH3:1]. Given the reactants [CH3:1][C:2]1([C:7]2[O:11][C:10]([CH2:12][N:13]3[CH:17]=[C:16]([NH2:18])[CH:15]=[N:14]3)=[CH:9][CH:8]=2)[O:6]CCO1.[Cl:19][C:20]1[CH:25]=[CH:24][CH:23]=[CH:22][C:21]=1/[CH:26]=[CH:27]/[C:28](O)=[O:29], predict the reaction product. (2) Given the reactants [F:1][C:2]1[CH:3]=[CH:4][C:5]([O:28][CH3:29])=[C:6]([C:8]2[CH:13]=[CH:12][N:11]=[C:10]3[NH:14][C:15]([C:17]4[CH2:18][CH2:19][N:20]([S:23]([CH:26]=[CH2:27])(=[O:25])=[O:24])[CH2:21][CH:22]=4)=[CH:16][C:9]=23)[CH:7]=1.[NH:30]1[CH2:35][CH2:34][O:33][CH2:32][CH2:31]1, predict the reaction product. The product is: [F:1][C:2]1[CH:3]=[CH:4][C:5]([O:28][CH3:29])=[C:6]([C:8]2[CH:13]=[CH:12][N:11]=[C:10]3[NH:14][C:15]([C:17]4[CH2:22][CH2:21][N:20]([S:23]([CH2:26][CH2:27][N:30]5[CH2:35][CH2:34][O:33][CH2:32][CH2:31]5)(=[O:24])=[O:25])[CH2:19][CH:18]=4)=[CH:16][C:9]=23)[CH:7]=1. (3) The product is: [F:60][C:53]1[C:54]([F:59])=[C:55]([OH:58])[C:56]([F:57])=[C:48]([F:47])[C:49]=1[C:50]([NH:38][CH2:36][CH2:37][CH2:32][CH2:33][CH2:34][CH2:35][NH:40][C:5]([C:12]1[CH:17]=[CH:16][CH:15]=[CH:14][CH:13]=1)([C:6]1[CH:7]=[CH:8][CH:9]=[CH:10][CH:11]=1)[C:18]1[CH:23]=[CH:22][CH:21]=[CH:20][CH:19]=1)=[O:52]. Given the reactants C(O)(=O)C.[C:5](C(N)CCCCCN)([C:18]1[CH:23]=[CH:22][CH:21]=[CH:20][CH:19]=1)([C:12]1[CH:17]=[CH:16][CH:15]=[CH:14][CH:13]=1)[C:6]1[CH:11]=[CH:10][CH:9]=[CH:8][CH:7]=1.[CH:32]1[CH:37]=[C:36]2[N:38]=N[N:40](O)[C:35]2=[CH:34][CH:33]=1.O.C(Cl)CCl.[F:47][C:48]1[C:56]([F:57])=[C:55]([OH:58])[C:54]([F:59])=[C:53]([F:60])[C:49]=1[C:50]([OH:52])=O, predict the reaction product. (4) Given the reactants C(N1C=CN=C1)(N1C=CN=C1)=O.[C:13]1([C:23]([OH:25])=O)[C:22]2[C:17](=[CH:18][CH:19]=[CH:20][CH:21]=2)[CH:16]=[CH:15][N:14]=1.[F:26][C:27]1[CH:32]=[CH:31][C:30]([CH2:33][CH2:34][N:35]2[CH2:40][CH2:39][NH:38][CH2:37][CH2:36]2)=[CH:29][CH:28]=1.C(N(CC)CC)C, predict the reaction product. The product is: [F:26][C:27]1[CH:32]=[CH:31][C:30]([CH2:33][CH2:34][N:35]2[CH2:36][CH2:37][N:38]([C:23]([C:13]3[C:22]4[C:17](=[CH:18][CH:19]=[CH:20][CH:21]=4)[CH:16]=[CH:15][N:14]=3)=[O:25])[CH2:39][CH2:40]2)=[CH:29][CH:28]=1. (5) Given the reactants C[O:2][C:3]1[CH:4]=[C:5]2[C:10](=[CH:11][CH:12]=1)[C:9]([C:13]([C:15]1[CH:20]=[CH:19][C:18]([O:21][CH2:22][CH2:23][N:24]3[CH2:29][CH2:28][CH2:27][CH2:26][CH2:25]3)=[CH:17][CH:16]=1)=[O:14])=[C:8]([C:30]1[C:35]([F:36])=[CH:34][CH:33]=[C:32]([F:37])[C:31]=1[F:38])[CH:7]=[CH:6]2.B(Br)(Br)Br.OC1C=C2C(=CC=1)C(C(C1C=CC(OCCN3CCCCC3)=CC=1)=O)=C(C1C(F)=CC(F)=CC=1F)C=C2, predict the reaction product. The product is: [OH:2][C:3]1[CH:4]=[C:5]2[C:10](=[CH:11][CH:12]=1)[C:9]([C:13]([C:15]1[CH:16]=[CH:17][C:18]([O:21][CH2:22][CH2:23][N:24]3[CH2:29][CH2:28][CH2:27][CH2:26][CH2:25]3)=[CH:19][CH:20]=1)=[O:14])=[C:8]([C:30]1[C:35]([F:36])=[CH:34][CH:33]=[C:32]([F:37])[C:31]=1[F:38])[CH:7]=[CH:6]2. (6) Given the reactants [C:1]1([C:36]2[CH:41]=[CH:40][CH:39]=[CH:38][CH:37]=2)[CH:6]=[CH:5][C:4]([C:7]2[N:12]=[C:11]3[C:13](Br)=[C:14]([O:24][C@H:25]4[C@H:29]5[O:30][CH2:31][C@@H:32]([OH:33])[C@H:28]5[O:27][CH2:26]4)[N:15]([CH2:16][O:17][CH2:18][CH2:19][Si:20]([CH3:23])([CH3:22])[CH3:21])[C:10]3=[CH:9][C:8]=2[Cl:35])=[CH:3][CH:2]=1.[CH:42]1(B(O)O)[CH2:44][CH2:43]1.C([O-])([O-])=O.[Na+].[Na+], predict the reaction product. The product is: [C:1]1([C:36]2[CH:41]=[CH:40][CH:39]=[CH:38][CH:37]=2)[CH:6]=[CH:5][C:4]([C:7]2[N:12]=[C:11]3[C:13]([CH:42]4[CH2:44][CH2:43]4)=[C:14]([O:24][C@H:25]4[C@H:29]5[O:30][CH2:31][C@@H:32]([OH:33])[C@H:28]5[O:27][CH2:26]4)[N:15]([CH2:16][O:17][CH2:18][CH2:19][Si:20]([CH3:23])([CH3:22])[CH3:21])[C:10]3=[CH:9][C:8]=2[Cl:35])=[CH:3][CH:2]=1. (7) Given the reactants [CH2:1]([N:3]1[C:11]2[C:6](=[CH:7][CH:8]=[C:9]([C:12]([F:15])([F:14])[F:13])[CH:10]=2)[C:5]([C:16]#[N:17])=[CH:4]1)[CH3:2].[Li+].CC([N-]C(C)C)C.[Cl:26]C(Cl)(Cl)C(Cl)(Cl)Cl, predict the reaction product. The product is: [Cl:26][C:4]1[N:3]([CH2:1][CH3:2])[C:11]2[C:6]([C:5]=1[C:16]#[N:17])=[CH:7][CH:8]=[C:9]([C:12]([F:13])([F:15])[F:14])[CH:10]=2. (8) Given the reactants [O:1]1[C:10]2[C:5](=[CH:6][C:7]([CH:11]=O)=[CH:8][CH:9]=2)[CH2:4][CH2:3][CH2:2]1.[O:13]=[C:14]([CH3:20])[CH2:15][C:16]([O:18][CH3:19])=[O:17].N1CCCCC1.CC(O)=O, predict the reaction product. The product is: [O:1]1[C:10]2[C:5](=[CH:6][C:7]([CH:11]=[C:15]([C:14](=[O:13])[CH3:20])[C:16]([O:18][CH3:19])=[O:17])=[CH:8][CH:9]=2)[CH2:4][CH2:3][CH2:2]1. (9) Given the reactants [CH:1]1([C:4]2[O:8][N:7]=[C:6]([C:9]3[C:14]([Cl:15])=[CH:13][N:12]=[CH:11][C:10]=3[Cl:16])[C:5]=2[CH2:17][O:18][C:19]2[CH:24]=[CH:23][C:22]([C:25]3[CH:26]=[C:27]4[C:32](=[CH:33][CH:34]=3)[N:31]=[C:30]([C:35]([O:37]C)=[O:36])[CH:29]=[CH:28]4)=[CH:21][CH:20]=2)[CH2:3][CH2:2]1.O1CCCC1.[OH-].[Na+].Cl, predict the reaction product. The product is: [CH:1]1([C:4]2[O:8][N:7]=[C:6]([C:9]3[C:10]([Cl:16])=[CH:11][N:12]=[CH:13][C:14]=3[Cl:15])[C:5]=2[CH2:17][O:18][C:19]2[CH:20]=[CH:21][C:22]([C:25]3[CH:26]=[C:27]4[C:32](=[CH:33][CH:34]=3)[N:31]=[C:30]([C:35]([OH:37])=[O:36])[CH:29]=[CH:28]4)=[CH:23][CH:24]=2)[CH2:2][CH2:3]1.